This data is from Full USPTO retrosynthesis dataset with 1.9M reactions from patents (1976-2016). The task is: Predict the reactants needed to synthesize the given product. (1) Given the product [C:31]([C:26]1([C:23]2[CH:22]=[CH:21][C:20]([NH:19][C:6](=[O:8])[C:5]3[CH:9]=[CH:10][C:2]([OH:1])=[C:3]([O:11][CH3:12])[CH:4]=3)=[CH:25][CH:24]=2)[CH2:30][CH2:29][CH2:28][CH2:27]1)#[N:32], predict the reactants needed to synthesize it. The reactants are: [OH:1][C:2]1[CH:10]=[CH:9][C:5]([C:6]([OH:8])=O)=[CH:4][C:3]=1[O:11][CH3:12].C(Cl)(=O)C(Cl)=O.[NH2:19][C:20]1[CH:25]=[CH:24][C:23]([C:26]2([C:31]#[N:32])[CH2:30][CH2:29][CH2:28][CH2:27]2)=[CH:22][CH:21]=1.C(N(CC)CC)C. (2) Given the product [CH3:17][Si:16]([CH3:19])([CH3:18])[O:7][CH:5]1[CH2:6][C:2](=[O:1])[CH:3]=[CH:4]1, predict the reactants needed to synthesize it. The reactants are: [OH:1][CH:2]1[CH2:6][C:5](=[O:7])[CH:4]=[CH:3]1.C(N(CC)CC)C.Cl[Si:16]([CH3:19])([CH3:18])[CH3:17]. (3) Given the product [C:2](=[O:3])([O:4][CH2:5][CH3:6])[O:12][CH2:10][CH2:11][F:8], predict the reactants needed to synthesize it. The reactants are: F[C:2]([O:4][CH2:5][CH2:6]F)=[O:3].[F-:8].[Na+].[CH2:10]([OH:12])[CH3:11]. (4) Given the product [CH:14]([N:12]([CH3:13])[C:11]1[C:2]([C:29]2[O:42][CH:41]=[C:32]([C:34]3[CH:35]=[CH:36][CH:37]=[CH:38][CH:39]=3)[CH:33]=2)=[N:3][C:4]2[C:9]([N:10]=1)=[CH:8][C:7]([C:17]([O:19][CH3:20])=[O:18])=[CH:6][CH:5]=2)([CH3:16])[CH3:15], predict the reactants needed to synthesize it. The reactants are: Cl[C:2]1[C:11]([N:12]([CH:14]([CH3:16])[CH3:15])[CH3:13])=[N:10][C:9]2[C:4](=[CH:5][CH:6]=[C:7]([C:17]([O:19][CH3:20])=[O:18])[CH:8]=2)[N:3]=1.CC1(C)C(C)(C)OB([C:29]2[CH:33]=[C:32]([C:34]3[CH:39]=[CH:38][CH:37]=[CH:36][CH:35]=3)OC=2)O1.[C:41]([O-])([O-])=[O:42].[Na+].[Na+]. (5) Given the product [OH:2][C:3]1[CH:17]=[CH:16][C:6]2[C:7]3[C:12]([CH2:13][CH2:14][C:5]=2[CH:4]=1)=[N:11][NH:10][C:9](=[O:15])[CH:8]=3, predict the reactants needed to synthesize it. The reactants are: C[O:2][C:3]1[CH:17]=[CH:16][C:6]2[C:7]3[C:12]([CH2:13][CH2:14][C:5]=2[CH:4]=1)=[N:11][NH:10][C:9](=[O:15])[CH:8]=3.B(Br)(Br)Br.[NH4+].[Cl-]. (6) Given the product [Br:4][C:5]1[CH:11]=[CH:10][CH:9]=[CH:8][C:6]=1[NH:7][CH2:24][CH2:23][CH2:22][CH2:21][CH2:20][CH2:19][CH2:18][CH2:17][CH2:16][CH2:15][CH2:14][CH3:13], predict the reactants needed to synthesize it. The reactants are: O.[OH-].[Cs+].[Br:4][C:5]1[CH:11]=[CH:10][CH:9]=[CH:8][C:6]=1[NH2:7].I[CH2:13][CH2:14][CH2:15][CH2:16][CH2:17][CH2:18][CH2:19][CH2:20][CH2:21][CH2:22][CH2:23][CH3:24]. (7) Given the product [CH3:1][S:2]([C:3]1[N:8]=[CH:7][CH:6]=[CH:5][N:4]=1)=[O:17], predict the reactants needed to synthesize it. The reactants are: [CH3:1][S:2][C:3]1[N:8]=[CH:7][CH:6]=[CH:5][N:4]=1.C1(C2[O:17]N2S(C2C=CC=CC=2)(=O)=O)C=CC=CC=1.